This data is from Peptide-MHC class I binding affinity with 185,985 pairs from IEDB/IMGT. The task is: Regression. Given a peptide amino acid sequence and an MHC pseudo amino acid sequence, predict their binding affinity value. This is MHC class I binding data. (1) The peptide sequence is YDQLLDSSL. The MHC is HLA-B40:02 with pseudo-sequence HLA-B40:02. The binding affinity (normalized) is 0.481. (2) The peptide sequence is DTAKPTSVY. The MHC is HLA-A31:01 with pseudo-sequence HLA-A31:01. The binding affinity (normalized) is 0.0847. (3) The peptide sequence is HHIWQNLL. The MHC is HLA-A68:02 with pseudo-sequence HLA-A68:02. The binding affinity (normalized) is 0.0846.